Dataset: Full USPTO retrosynthesis dataset with 1.9M reactions from patents (1976-2016). Task: Predict the reactants needed to synthesize the given product. (1) Given the product [F:8][C:9]1[CH:14]=[C:13]([C:15]([N:40]([CH3:39])[O:41][CH3:42])=[O:17])[CH:12]=[CH:11][N:10]=1, predict the reactants needed to synthesize it. The reactants are: CCN(CC)CC.[F:8][C:9]1[CH:14]=[C:13]([C:15]([OH:17])=O)[CH:12]=[CH:11][N:10]=1.CCN=C=NCCCN(C)C.C1C=CC2N(O)N=NC=2C=1.[CH3:39][NH:40][O:41][CH3:42].Cl. (2) Given the product [ClH:1].[CH3:2][O:3][C:4]1[CH:5]=[CH:6][C:7]([CH:10]2[CH2:15][CH2:14][NH:13][CH2:12][CH2:11]2)=[CH:8][CH:9]=1, predict the reactants needed to synthesize it. The reactants are: [ClH:1].[CH3:2][O:3][C:4]1[CH:9]=[CH:8][C:7]([C:10]2[CH2:11][CH2:12][NH:13][CH2:14][CH:15]=2)=[CH:6][CH:5]=1.[H][H]. (3) Given the product [N+:12]([C:15]1[C:16]([C:20]([N:6]2[CH:7]3[CH2:10][CH2:11][N:3]([CH2:9][CH2:8]3)[CH2:4][CH2:5]2)=[O:21])=[N:17][NH:18][CH:19]=1)([O-:14])=[O:13], predict the reactants needed to synthesize it. The reactants are: Cl.Cl.[N:3]12[CH2:11][CH2:10][CH:7]([CH2:8][CH2:9]1)[NH:6][CH2:5][CH2:4]2.[N+:12]([C:15]1[C:16]([C:20](O)=[O:21])=[N:17][NH:18][CH:19]=1)([O-:14])=[O:13]. (4) Given the product [Br:1][C:2]1[CH:3]=[C:4]([CH:12]([CH3:14])[CH3:13])[C:5]([O:10][CH3:11])=[C:6]([CH:15]([O:19][CH2:20][CH3:21])[O:22][CH2:23][CH3:24])[CH:9]=1, predict the reactants needed to synthesize it. The reactants are: [Br:1][C:2]1[CH:3]=[C:4]([CH:12]([CH3:14])[CH3:13])[C:5]([O:10][CH3:11])=[C:6]([CH:9]=1)C=O.[CH:15]([O:22][CH2:23][CH3:24])([O:19][CH2:20][CH3:21])OCC. (5) Given the product [C:1]([NH:4][C@@H:5]([CH2:9][CH2:10][S:11][CH3:12])[C:6]([NH:45][CH2:46][CH2:47][O:48][C:49]1[CH:54]=[CH:53][C:52]([NH:55][C:56](=[O:65])[C:57]2[CH:62]=[CH:61][CH:60]=[C:59]([O:63][CH3:64])[CH:58]=2)=[CH:51][C:50]=1[C:66]1[N:70]([CH3:71])[N:69]=[CH:68][CH:67]=1)=[O:8])(=[O:3])[CH3:2], predict the reactants needed to synthesize it. The reactants are: [C:1]([NH:4][C@@H:5]([CH2:9][CH2:10][S:11][CH3:12])[C:6]([OH:8])=O)(=[O:3])[CH3:2].C(N(CC)CC)C.CN(C(ON1N=NC2C=CC=NC1=2)=[N+](C)C)C.F[P-](F)(F)(F)(F)F.Cl.[NH2:45][CH2:46][CH2:47][O:48][C:49]1[CH:54]=[CH:53][C:52]([NH:55][C:56](=[O:65])[C:57]2[CH:62]=[CH:61][CH:60]=[C:59]([O:63][CH3:64])[CH:58]=2)=[CH:51][C:50]=1[C:66]1[N:70]([CH3:71])[N:69]=[CH:68][CH:67]=1. (6) Given the product [ClH:39].[CH3:16][O:15][C:13]([C@H:12]1[NH:8][CH2:9][C@H:10]([N:17]2[CH:21]=[C:20]([CH2:22][CH2:23][CH2:24][CH2:25][CH2:26][O:27][C:28]([NH:30][C@H:31]([C:36]([OH:38])=[O:37])[C:32]([CH3:33])([CH3:34])[CH3:35])=[O:29])[N:19]=[N:18]2)[CH2:11]1)=[O:14], predict the reactants needed to synthesize it. The reactants are: C(OC([N:8]1[C@H:12]([C:13]([O:15][CH3:16])=[O:14])[CH2:11][C@@H:10]([N:17]2[CH:21]=[C:20]([CH2:22][CH2:23][CH2:24][CH2:25][CH2:26][O:27][C:28]([NH:30][C@H:31]([C:36]([OH:38])=[O:37])[C:32]([CH3:35])([CH3:34])[CH3:33])=[O:29])[N:19]=[N:18]2)[CH2:9]1)=O)(C)(C)C.[ClH:39].O1CCOCC1.